The task is: Predict the product of the given reaction.. This data is from Forward reaction prediction with 1.9M reactions from USPTO patents (1976-2016). Given the reactants N1C=CN=C1.[Si:6](Cl)([C:9]([CH3:12])([CH3:11])[CH3:10])([CH3:8])[CH3:7].[OH:14][CH2:15][CH2:16][CH:17]1[O:22][CH2:21][CH2:20][N:19]([C:23]2[CH:28]=[CH:27][C:26]([N+:29]([O-:31])=[O:30])=[CH:25][CH:24]=2)[C:18]1=[O:32].C(=O)(O)[O-].[Na+], predict the reaction product. The product is: [Si:6]([O:14][CH2:15][CH2:16][CH:17]1[O:22][CH2:21][CH2:20][N:19]([C:23]2[CH:24]=[CH:25][C:26]([N+:29]([O-:31])=[O:30])=[CH:27][CH:28]=2)[C:18]1=[O:32])([C:9]([CH3:12])([CH3:11])[CH3:10])([CH3:8])[CH3:7].